Dataset: Cav3 T-type calcium channel HTS with 100,875 compounds. Task: Binary Classification. Given a drug SMILES string, predict its activity (active/inactive) in a high-throughput screening assay against a specified biological target. (1) The molecule is S(=O)(=O)(N(C(C(=O)Nc1c(n(n(c1=O)c1ccccc1)C)C)C)c1cc(cc(c1)C)C)C. The result is 0 (inactive). (2) The molecule is O=C1N(C(=O)C2C1C1CC2C=C1)Cc1ccccc1. The result is 0 (inactive). (3) The molecule is O=C(N1CCNCC1)C(n1nnc(c1)C(N)Cc1ccc(O)cc1)CCC(O)=O. The result is 0 (inactive). (4) The molecule is O(c1cc2c(cc(C(C)C([O-])=O)cc2)cc1)C. The result is 0 (inactive). (5) The molecule is S(C1CCCCC1)CCCNC(=O)C1CCN(CC1)C(=O)c1n(c2c(scc2)c1)CC. The result is 1 (active). (6) The drug is Brc1ccc(C(=O)Nc2sc(nn2)C)cc1. The result is 0 (inactive). (7) The molecule is s1c(NC(=O)c2oc3c(c2C)cc(c(c3)C)C)nnc1C. The result is 0 (inactive).